From a dataset of Forward reaction prediction with 1.9M reactions from USPTO patents (1976-2016). Predict the product of the given reaction. (1) Given the reactants [Cl:1][C:2]1[CH:27]=[CH:26][C:5]([CH2:6][N:7]2[C:15]3[C:10](=[CH:11][C:12]([CH:16]=[C:17]4[S:21][CH:20](SCC)[NH:19][C:18]4=[O:25])=[CH:13][CH:14]=3)[CH:9]=[N:8]2)=[C:4]([C:28]([F:31])([F:30])[F:29])[CH:3]=1.[CH3:32][NH:33][CH:34]1[CH2:39][CH2:38][N:37]([CH3:40])[CH2:36][CH2:35]1, predict the reaction product. The product is: [Cl:1][C:2]1[CH:27]=[CH:26][C:5]([CH2:6][N:7]2[C:15]3[C:10](=[CH:11][C:12]([CH:16]=[C:17]4[S:21][C:20]([N:33]([CH3:32])[CH:34]5[CH2:39][CH2:38][N:37]([CH3:40])[CH2:36][CH2:35]5)=[N:19][C:18]4=[O:25])=[CH:13][CH:14]=3)[CH:9]=[N:8]2)=[C:4]([C:28]([F:30])([F:29])[F:31])[CH:3]=1. (2) Given the reactants [OH:1][C:2]1[CH:9]=[C:8]([OH:10])[CH:7]=[CH:6][C:3]=1[CH:4]=[O:5].[O:11]1[CH:16]=[CH:15][CH2:14][CH2:13][CH2:12]1, predict the reaction product. The product is: [OH:1][C:2]1[CH:9]=[C:8]([O:10][CH:12]2[CH2:13][CH2:14][CH2:15][CH2:16][O:11]2)[CH:7]=[CH:6][C:3]=1[CH:4]=[O:5]. (3) Given the reactants CC1(C)[O:7][CH2:6][CH:5]([O:8][NH:9][C:10](=[O:29])[C:11]2[CH:16]=[CH:15][C:14]([F:17])=[C:13]([F:18])[C:12]=2[NH:19][C:20]2[CH:25]=[CH:24][C:23]([CH2:26][CH3:27])=[CH:22][C:21]=2[F:28])[CH2:4][O:3]1.Cl, predict the reaction product. The product is: [CH2:26]([C:23]1[CH:24]=[CH:25][C:20]([NH:19][C:12]2[C:13]([F:18])=[C:14]([F:17])[CH:15]=[CH:16][C:11]=2[C:10]([NH:9][O:8][CH:5]([CH2:6][OH:7])[CH2:4][OH:3])=[O:29])=[C:21]([F:28])[CH:22]=1)[CH3:27]. (4) Given the reactants [C:1]([O:5][C:6]([NH:8][C@H:9]([C:26]([O:28][CH:29]([CH3:31])[CH3:30])=[O:27])[CH2:10][C:11]1[CH:16]=[CH:15][C:14]([B:17]2[O:21]C(C)(C)C(C)(C)[O:18]2)=[CH:13][CH:12]=1)=[O:7])([CH3:4])([CH3:3])[CH3:2].I([O-])(=O)(=O)=O.[Na+].C([O-])(=O)C.[NH4+].O, predict the reaction product. The product is: [C:1]([O:5][C:6]([NH:8][C@H:9]([C:26]([O:28][CH:29]([CH3:31])[CH3:30])=[O:27])[CH2:10][C:11]1[CH:16]=[CH:15][C:14]([B:17]([OH:21])[OH:18])=[CH:13][CH:12]=1)=[O:7])([CH3:3])([CH3:4])[CH3:2].